From a dataset of Experimentally validated miRNA-target interactions with 360,000+ pairs, plus equal number of negative samples. Binary Classification. Given a miRNA mature sequence and a target amino acid sequence, predict their likelihood of interaction. (1) The miRNA is hsa-miR-6778-3p with sequence UGCCUCCCUGACAUUCCACAG. The protein sequence of the target gene is MENKSLESSQTDLKLVAHPRAKSKVWKYFGFDTNAEGCILQWKKIYCRICMAQIAYSGNTSNLSYHLEKNHPEEFCEFVKSNTEQMREAFATAFSKLKPESSQQPGQDALAVKAGHGYDSKKQQELTAAVLGLICEGLYPASIVDEPTFKVLLKTADPRYELPSRKYISTKAIPEKYGAVREVILKELAEATWCGISTDMWRSENQNRAYVTLAAHFLGLGAPNCLSMGSRCLKTFEVPEENTAETITRVLYEVFIEWGISAKVFGATTNYGKDIVKACSLLDVAVHMPCLGHTFNAGIQ.... Result: 1 (interaction). (2) The miRNA is hsa-miR-21-5p with sequence UAGCUUAUCAGACUGAUGUUGA. The protein sequence of the target gene is MAGNSLVLPIVLWGRKAPTHCISAVLLTDDGATIVTGCHDGQICLWDLSVELQINPRALLFGHTASITCLSKACASSDKQYIVSASESGEMCLWDVSDGRCIEFTKLACTHTGIQFYQFSVGNQREGRLLCHGHYPEILVVDATSLEVLYSLVSKISPDWISSMSIIRSHRTQEDTVVALSVTGILKVWIVTSEISDMQDTEPIFEEESKPIYCQNCQSISFCAFTQRSLLVVCSKYWRVFDAGDYSLLCSGPSENGQTWTGGDFVSSDKVIIWTENGQSYIYKLPASCLPASDSFRSDV.... Result: 1 (interaction). (3) The miRNA is hsa-miR-503-5p with sequence UAGCAGCGGGAACAGUUCUGCAG. The protein sequence of the target gene is MSLSSGACGGKGVDANPVETYDSGDEWDIGVGNLIIDLDADLEKDQQKLEMSGSKEVGIPAPNAVATLPDNIKFVTPVPGPQGKEGKSKSKRSKSGKDASKPTPGTSLFSPSEGAASKKEVQGRAGDGASAGGLVAAVAPKGSEKAAKASRSVAGSKKEKENSSSKGKKERSEGVGTCSEKDPGVLQPVPLGGRGSQYDGSAGMDTGTVEPLGSIAIEPGAALNPLGTKPEPEEGENECRPLKKVKSEKMESPVSTPAVLPLHLLVPVVNNDISSPCEQIMVRTRSVGVNTCDVALATEP.... Result: 0 (no interaction). (4) The miRNA is hsa-miR-584-3p with sequence UCAGUUCCAGGCCAACCAGGCU. The protein sequence of the target gene is MASQVLVYPPYVYQTQSSAFCSVKKLKVEPSGCVFQERTYPQIHVNGRNFGNSHPSTKGSAFQTKIPFTKPRGHSFSLQAGAIVVKDTAGATKVLAAQAQQAGVEAPRAVVWRNRLHFLEGPQRCGLKRKSEELENHSGAMQIVDELSILPAMLQTNMGNPVTVVTATTGSKQNCTSGEGDYQLVQHEVLCSMKNTYEVLDFLGRGTFGQVVKCWKRGTNEIVAIKILKNHPSYARQGQIEVSILARLSTENADEYNFVRAYECFQHRNHTCLVFEMLEQNLYDFLKQNKFSPLPLKVIR.... Result: 0 (no interaction). (5) The miRNA is hsa-miR-212-5p with sequence ACCUUGGCUCUAGACUGCUUACU. The protein sequence of the target gene is MHRNFRKWIFYVFLCFGVLYVKLGALSSVVALGANIICNKIPGLAPRQRAICQSRPDAIIVIGEGAQMGIDECQHQFRFGRWNCSALGEKTVFGQELRVGSREAAFTYAITAAGVAHAVTAACSQGNLSNCGCDREKQGYYNQAEGWKWGGCSADVRYGIDFSRRFVDAREIKKNARRLMNLHNNEAGRKVLEDRMKLECKCHGVSGSCTTKTCWTTLPKFREVGHLLKEKYNAAVQVEVVRASRLRQPTFLRIKQLRSYQKPMETDLVYIEKSPNYCEEDAATGSVGTQGRLCNRTSPG.... Result: 0 (no interaction). (6) The miRNA is hsa-miR-3168 with sequence GAGUUCUACAGUCAGAC. The protein sequence of the target gene is MAARSPPSPHPSPPARQLGPRSPRVGRGAEVHAMRSEASGFAGAAREVVADESDKIWVGEEGSGGRRGPGGAAPAHAPLLSAPMGSRRLEGISVEEAMVTRTQLLEEELSSLKEELALCQADKEFVWSLWKRLQVTNPDLTQVVSLVVEREKQKSEAKDRKVLEILQVKDAKIQEFEQRESVLKQEINDLVKRKIAVDEENAFLRKEFSDLEKKFKDKSQEIKDTKECVQNKEEQNRLVIKNLEEENKKLSTRCTDLLNDLEKLRKQEAHLRKEKYSTDAKIKTFEDNLIEARKEVEVSQ.... Result: 0 (no interaction). (7) The miRNA is hsa-let-7g-3p with sequence CUGUACAGGCCACUGCCUUGC. The protein sequence of the target gene is MLLSLVLHTYSMRYLLPSVVLLGTAPTYVLAWGVWRLLSAFLPARFYQALDDRLYCVYQSMVLFFFENYTGVQILLYGDLPKNKENIIYLANHQSTVDWIVADILAIRQNALGHVRYVLKEGLKWLPLYGCYFAQHGGIYVKRSAKFNEKEMRNKLQSYVDAGTPMYLVIFPEGTRYNPEQTKVLSASQAFAAQRGLAVLKHVLTPRIKATHVAFDCMKNYLDAIYDVTVVYEGKDDGGQRRESPTMTEFLCKECPKIHIHIDRIDKKDVPEEQEHMRRWLHERFEIKDKMLIEFYESPD.... Result: 1 (interaction). (8) The miRNA is hsa-miR-4529-5p with sequence AGGCCAUCAGCAGUCCAAUGAA. The protein sequence of the target gene is MGNTTTKFRKALINGDENLACQIYENNPQLKESLDPNISYGEPYQHNTPLHYAARHGMNRILGTFLFGRDGNPNKRNVHNETSMHLLCMGPQIMISEGTLHPRLARPVEDDFRRADCLQMILQWKGAKLDQGEYERAAIDAVDNKKNTPLHYAAASGMKACVELLVKHGGDLFAENENRDTPCDCAEKQQHKDLALSLESQMVFSRDPEAEEIEAEYAALDKREPYEGLRPQDLRRLKDMLIVETADMLQAPLFTAEALLRAHDWDREKLLEAWMSNPENCCQRSGVQMPTPPPSGYNAW.... Result: 0 (no interaction).